This data is from Catalyst prediction with 721,799 reactions and 888 catalyst types from USPTO. The task is: Predict which catalyst facilitates the given reaction. (1) Product: [Cl-:18].[Cl-:18].[C:1]1([Zr+2:26][CH:21]2[CH:25]=[CH:24][CH:23]=[CH:22]2)[CH:16]=[CH:15][CH:14]=[C:13]2[C:2]=1[CH:3]=[C:4]1[C:12]3[CH:11]=[CH:10][CH:9]=[CH:8][C:7]=3[N:6]=[C:5]12. Reactant: [C:1]1([Li])[CH:16]=[CH:15][CH:14]=[C:13]2[C:2]=1[CH:3]=[C:4]1[C:12]3[CH:11]=[CH:10][CH:9]=[CH:8][C:7]=3[N:6]=[C:5]12.[Cl-:18].[Cl-].[Cl-].[CH:21]1([Zr+3:26])[CH:25]=[CH:24][CH:23]=[CH:22]1. The catalyst class is: 715. (2) Reactant: [Cl:1][C:2]1[C:7]([F:8])=[C:6]([NH:9][NH2:10])[N:5]=[C:4]([S:11][CH3:12])[N:3]=1.[CH:13]1([CH2:18][C@H:19]([CH2:23][N:24]([CH:32]=[O:33])[O:25][CH:26]2[CH2:31][CH2:30][CH2:29][CH2:28][O:27]2)[C:20](O)=[O:21])[CH2:17][CH2:16][CH2:15][CH2:14]1.C1C=NC2N(O)N=NC=2C=1.CCN=C=NCCCN(C)C.Cl.CN1CCOCC1. Product: [Cl:1][C:2]1[N:3]=[C:4]([S:11][CH3:12])[N:5]=[C:6]([NH:9][NH:10][C:20](=[O:21])[C@H:19]([CH2:18][CH:13]2[CH2:14][CH2:15][CH2:16][CH2:17]2)[CH2:23][N:24]([O:25][CH:26]2[CH2:31][CH2:30][CH2:29][CH2:28][O:27]2)[CH:32]=[O:33])[C:7]=1[F:8]. The catalyst class is: 3. (3) Reactant: [Cl:1][C:2]1[CH:10]=[CH:9][C:5]([C:6]([OH:8])=O)=[CH:4][CH:3]=1.CN(C(ON1N=NC2C=CC=NC1=2)=[N+](C)C)C.F[P-](F)(F)(F)(F)F.CCN(C(C)C)C(C)C.[CH2:44]([O:51][C:52]([N:54]1[CH2:58][CH2:57][CH2:56][C@H:55]1[C:59](=[O:73])[NH:60][C:61]1[S:62][CH:63]=[C:64]([C:66]2[CH:71]=[CH:70][C:69]([NH2:72])=[CH:68][CH:67]=2)[N:65]=1)=[O:53])[C:45]1[CH:50]=[CH:49][CH:48]=[CH:47][CH:46]=1. Product: [CH2:44]([O:51][C:52]([N:54]1[CH2:58][CH2:57][CH2:56][CH:55]1[C:59](=[O:73])[NH:60][C:61]1[S:62][CH:63]=[C:64]([C:66]2[CH:67]=[CH:68][C:69]([NH:72][C:6](=[O:8])[C:5]3[CH:4]=[CH:3][C:2]([Cl:1])=[CH:10][CH:9]=3)=[CH:70][CH:71]=2)[N:65]=1)=[O:53])[C:45]1[CH:46]=[CH:47][CH:48]=[CH:49][CH:50]=1. The catalyst class is: 3. (4) Reactant: [C:1]([C:5]1[S:9][C:8]([C:10]([NH:12][C@@H:13]([CH2:27][C:28]2[CH:33]=[CH:32][C:31]([C:34]3[N:39]=[CH:38][C:37]([C:40]4[CH:45]=[CH:44][C:43]([C:46]5[CH:51]=[CH:50][C:49]([CH2:52][CH2:53][CH2:54][CH3:55])=[CH:48][CH:47]=5)=[CH:42][C:41]=4[F:56])=[CH:36][N:35]=3)=[CH:30][CH:29]=2)[C:14]([N:16]2[CH2:19][CH:18]([C:20]([O:22]C(C)(C)C)=[O:21])[CH2:17]2)=[O:15])=[O:11])=[CH:7][CH:6]=1)([CH3:4])([CH3:3])[CH3:2]. Product: [C:1]([C:5]1[S:9][C:8]([C:10]([NH:12][C@@H:13]([CH2:27][C:28]2[CH:29]=[CH:30][C:31]([C:34]3[N:39]=[CH:38][C:37]([C:40]4[CH:45]=[CH:44][C:43]([C:46]5[CH:47]=[CH:48][C:49]([CH2:52][CH2:53][CH2:54][CH3:55])=[CH:50][CH:51]=5)=[CH:42][C:41]=4[F:56])=[CH:36][N:35]=3)=[CH:32][CH:33]=2)[C:14]([N:16]2[CH2:19][CH:18]([C:20]([OH:22])=[O:21])[CH2:17]2)=[O:15])=[O:11])=[CH:7][CH:6]=1)([CH3:4])([CH3:3])[CH3:2]. The catalyst class is: 137. (5) Reactant: [Cl:1][C:2]1[C:10]([F:11])=[C:9]2[C:5]([C:6]([S:17][C:18]3[CH:23]=[CH:22][CH:21]=[C:20]([C:24]([O:26][CH2:27][CH3:28])=[O:25])[C:19]=3[F:29])=[C:7]([CH3:16])[N:8]2[CH2:12][C:13](O)=[O:14])=[CH:4][CH:3]=1.CCN=C=NCCCN(C)C.Cl.C1C=CC2N(O)N=NC=2C=1.[NH:52]1[C:60]2[C:55](=[CH:56][CH:57]=[CH:58][CH:59]=2)[C:54]2([CH2:62][CH2:61]2)[CH2:53]1.CN1CCOCC1. Product: [Cl:1][C:2]1[C:10]([F:11])=[C:9]2[C:5]([C:6]([S:17][C:18]3[C:19]([F:29])=[C:20]([CH:21]=[CH:22][CH:23]=3)[C:24]([O:26][CH2:27][CH3:28])=[O:25])=[C:7]([CH3:16])[N:8]2[CH2:12][C:13](=[O:14])[N:52]2[C:60]3[C:55](=[CH:56][CH:57]=[CH:58][CH:59]=3)[C:54]3([CH2:62][CH2:61]3)[CH2:53]2)=[CH:4][CH:3]=1. The catalyst class is: 34. (6) Reactant: [CH3:1][C:2](=[CH2:38])[C:3]([NH:5][C:6]1[CH:11]=[CH:10][CH:9]=[C:8]([C:12]2[C:13]3[C:20](B4OC(C)(C)C(C)(C)O4)=[CH:19][N:18]([CH2:30][O:31][CH2:32][CH2:33][Si:34]([CH3:37])([CH3:36])[CH3:35])[C:14]=3[N:15]=[CH:16][N:17]=2)[CH:7]=1)=[O:4].Br[C:40]1[CH:45]=[CH:44][CH:43]=[CH:42][N:41]=1.C(=O)([O-])[O-].[Na+].[Na+]. Product: [N:41]1[CH:42]=[CH:43][CH:44]=[CH:45][C:40]=1[C:20]1[C:13]2[C:12]([C:8]3[CH:7]=[C:6]([NH:5][C:3](=[O:4])[C:2]([CH3:1])=[CH2:38])[CH:11]=[CH:10][CH:9]=3)=[N:17][CH:16]=[N:15][C:14]=2[N:18]([CH2:30][O:31][CH2:32][CH2:33][Si:34]([CH3:36])([CH3:35])[CH3:37])[CH:19]=1. The catalyst class is: 9. (7) Reactant: [Br:1][C:2]1[CH:7]=[CH:6][C:5]([CH2:8][NH2:9])=[C:4]([F:10])[CH:3]=1.CCN(CC)CC.[C:18]([C:20]1[CH:21]=[N:22][C:23](F)=[C:24]([CH:37]=1)[C:25]([NH:27][C@H:28]([C:30]1[CH:35]=[CH:34][C:33]([F:36])=[CH:32][CH:31]=1)[CH3:29])=[O:26])#[N:19]. Product: [Br:1][C:2]1[CH:7]=[CH:6][C:5]([CH2:8][NH:9][C:23]2[N:22]=[CH:21][C:20]([C:18]#[N:19])=[CH:37][C:24]=2[C:25]([NH:27][C@H:28]([C:30]2[CH:31]=[CH:32][C:33]([F:36])=[CH:34][CH:35]=2)[CH3:29])=[O:26])=[C:4]([F:10])[CH:3]=1. The catalyst class is: 1. (8) Reactant: [CH3:1][S:2]([C:5]1[CH:10]=[CH:9][C:8](B(O)O)=[CH:7][CH:6]=1)(=[O:4])=[O:3].C([O-])([O-])=O.[K+].[K+].Br[C:21]1[CH:22]=[N:23][C:24]([O:27][CH2:28][CH:29]2[CH2:34][CH2:33][N:32]([C:35]([O:37][C:38]([CH3:41])([CH3:40])[CH3:39])=[O:36])[CH2:31][CH2:30]2)=[N:25][CH:26]=1. Product: [CH3:1][S:2]([C:5]1[CH:10]=[CH:9][C:8]([C:21]2[CH:26]=[N:25][C:24]([O:27][CH2:28][CH:29]3[CH2:30][CH2:31][N:32]([C:35]([O:37][C:38]([CH3:41])([CH3:40])[CH3:39])=[O:36])[CH2:33][CH2:34]3)=[N:23][CH:22]=2)=[CH:7][CH:6]=1)(=[O:4])=[O:3]. The catalyst class is: 38.